From a dataset of Forward reaction prediction with 1.9M reactions from USPTO patents (1976-2016). Predict the product of the given reaction. (1) Given the reactants [Cl:1][C:2]1[C:3]([N:10]2[CH2:15][CH2:14][CH:13]([C:16]3[CH:23]=[CH:22][CH:21]=[CH:20][C:17]=3[C:18]#[N:19])[CH2:12][CH2:11]2)=[CH:4][N:5]=[N:6][C:7]=1[NH:8][NH2:9].[CH:24]1([CH2:27][C:28](Cl)=[O:29])[CH2:26][CH2:25]1, predict the reaction product. The product is: [Cl:1][C:2]1[C:3]([N:10]2[CH2:15][CH2:14][CH:13]([C:16]3[CH:23]=[CH:22][CH:21]=[CH:20][C:17]=3[C:18]#[N:19])[CH2:12][CH2:11]2)=[CH:4][N:5]=[N:6][C:7]=1[NH:8][NH:9][C:28](=[O:29])[CH2:27][CH:24]1[CH2:26][CH2:25]1. (2) Given the reactants [F:1][C:2]1[CH:7]=[CH:6][C:5]([C:8]2[N:9]([CH:18]([CH3:20])[CH3:19])[N:10]=[C:11]3[C:17]=2[CH2:16][CH2:15][NH:14][CH2:13][CH2:12]3)=[CH:4][CH:3]=1.[C:21]1([CH2:27][CH2:28][CH:29]=O)[CH:26]=[CH:25][CH:24]=[CH:23][CH:22]=1, predict the reaction product. The product is: [F:1][C:2]1[CH:7]=[CH:6][C:5]([C:8]2[N:9]([CH:18]([CH3:20])[CH3:19])[N:10]=[C:11]3[C:17]=2[CH2:16][CH2:15][N:14]([CH2:29][CH2:28][CH2:27][C:21]2[CH:26]=[CH:25][CH:24]=[CH:23][CH:22]=2)[CH2:13][CH2:12]3)=[CH:4][CH:3]=1.